This data is from Reaction yield outcomes from USPTO patents with 853,638 reactions. The task is: Predict the reaction yield, written as a fraction of the theoretical maximum amount of product (1.0 means a 100% yield; for example, 0.34 means a 34% yield). (1) The reactants are [C:1]([C:3]1[CH:4]=[CH:5][C:6]([O:19][CH3:20])=[C:7]([CH:18]=1)[C:8]([NH:10][C:11]1[CH:16]=[CH:15][C:14]([Cl:17])=[CH:13][CH:12]=1)=[O:9])#[N:2].OO.C(=O)([O-])[O-:24].[K+].[K+].O. The catalyst is CS(C)=O. The product is [Cl:17][C:14]1[CH:15]=[CH:16][C:11]([NH:10][C:8](=[O:9])[C:7]2[CH:18]=[C:3]([CH:4]=[CH:5][C:6]=2[O:19][CH3:20])[C:1]([NH2:2])=[O:24])=[CH:12][CH:13]=1. The yield is 0.990. (2) The reactants are [N+:1]([O-:4])([O-])=[O:2].[K+].[Br:6][C:7]1[C:16]2[C:11](=[CH:12][CH:13]=[CH:14][CH:15]=2)[CH:10]=[N:9][CH:8]=1. The catalyst is S(=O)(=O)(O)O. The product is [Br:6][C:7]1[C:16]2[C:11](=[CH:12][CH:13]=[CH:14][C:15]=2[N+:1]([O-:4])=[O:2])[CH:10]=[N:9][CH:8]=1. The yield is 0.890. (3) The reactants are [CH2:1]([C:3]1[N:4]([CH2:14][C:15]2[CH:20]=[CH:19][CH:18]=[CH:17][CH:16]=2)[C:5]2[C:10]([CH:11]=1)=[C:9]([O:12]C)[CH:8]=[CH:7][CH:6]=2)[CH3:2].B(Br)(Br)Br.C(Cl)Cl. No catalyst specified. The product is [CH2:1]([C:3]1[N:4]([CH2:14][C:15]2[CH:20]=[CH:19][CH:18]=[CH:17][CH:16]=2)[C:5]2[C:10]([CH:11]=1)=[C:9]([OH:12])[CH:8]=[CH:7][CH:6]=2)[CH3:2]. The yield is 0.540. (4) The reactants are [CH2:1]([C:3]1[N:4]=[C:5]([CH2:8][CH2:9][C:10]2[CH:15]=[CH:14][N:13]=[C:12]([NH2:16])[CH:11]=2)[S:6][CH:7]=1)[CH3:2].[C:17](OC1C=CC(Cl)=C(Cl)C=1Cl)(=[O:22])[CH2:18][C:19]([O-])=[O:20]. The yield is 0.220. The catalyst is C1(C)C(C)=CC=CC=1. The product is [CH2:1]([C:3]1[N:4]=[C:5]([CH2:8][CH2:9][C:10]2[CH:15]=[CH:14][N:13]3[C:19](=[O:20])[CH:18]=[C:17]([OH:22])[N:16]=[C:12]3[CH:11]=2)[S:6][CH:7]=1)[CH3:2]. (5) The reactants are [CH:1](=O)[CH:2]([CH3:4])[CH3:3].[CH3:6][O:7][C:8](=[O:12])[CH2:9][C:10]#[N:11].[OH-].[NH4+].C(O)(=O)C. The catalyst is C1(C)C=CC=CC=1. The product is [CH3:6][O:7][C:8](=[O:12])[C:9]([C:10]#[N:11])=[CH:1][CH:2]([CH3:4])[CH3:3]. The yield is 0.900.